From a dataset of Reaction yield outcomes from USPTO patents with 853,638 reactions. Predict the reaction yield, written as a fraction of the theoretical maximum amount of product (1.0 means a 100% yield; for example, 0.34 means a 34% yield). The reactants are [NH:1]1[C:9]2[C:4](=[CH:5][C:6]([C:10]3[S:11][C:12]([S:15][CH3:16])=[N:13][N:14]=3)=[CH:7][CH:8]=2)[CH:3]=[CH:2]1.CC([O-])(C)C.[K+].[CH3:23][C:24]([O:27][C:28](O[C:28]([O:27][C:24]([CH3:26])([CH3:25])[CH3:23])=[O:29])=[O:29])([CH3:26])[CH3:25]. The catalyst is C1COCC1.O.CCOC(C)=O. The product is [CH3:16][S:15][C:12]1[S:11][C:10]([C:6]2[CH:5]=[C:4]3[C:9](=[CH:8][CH:7]=2)[N:1]([C:28]([O:27][C:24]([CH3:26])([CH3:25])[CH3:23])=[O:29])[CH:2]=[CH:3]3)=[N:14][N:13]=1. The yield is 0.535.